Dataset: Forward reaction prediction with 1.9M reactions from USPTO patents (1976-2016). Task: Predict the product of the given reaction. (1) Given the reactants Cl[CH2:2][CH2:3][CH2:4][O:5][C:6]1[CH:15]=[CH:14][C:13]2[C:8](=[CH:9][CH:10]=[C:11]([O:16][CH2:17][CH2:18][CH2:19]Cl)[CH:12]=2)[CH:7]=1.[CH3:21][O:22][C:23]1[CH:28]=[CH:27][C:26]([NH2:29])=[CH:25][CH:24]=1, predict the reaction product. The product is: [CH3:21][O:22][C:23]1[CH:28]=[CH:27][C:26]([NH:29][CH2:2][CH2:3][CH2:4][O:5][C:6]2[CH:15]=[CH:14][C:13]3[C:8](=[CH:9][CH:10]=[C:11]([O:16][CH2:17][CH2:18][CH2:19][NH:29][C:26]4[CH:27]=[CH:28][C:23]([O:22][CH3:21])=[CH:24][CH:25]=4)[CH:12]=3)[CH:7]=2)=[CH:25][CH:24]=1. (2) Given the reactants [Br:1][C:2]1[CH:7]=[CH:6][C:5]([S:8](Cl)(=[O:10])=[O:9])=[C:4]([Cl:12])[CH:3]=1.[CH3:13][N:14]1[C:22]2[C:17](=[CH:18][C:19]([CH2:23][NH2:24])=[CH:20][CH:21]=2)[CH:16]=[N:15]1, predict the reaction product. The product is: [Br:1][C:2]1[CH:7]=[CH:6][C:5]([S:8]([NH:24][CH2:23][C:19]2[CH:18]=[C:17]3[C:22](=[CH:21][CH:20]=2)[N:14]([CH3:13])[N:15]=[CH:16]3)(=[O:10])=[O:9])=[C:4]([Cl:12])[CH:3]=1.